This data is from Full USPTO retrosynthesis dataset with 1.9M reactions from patents (1976-2016). The task is: Predict the reactants needed to synthesize the given product. (1) Given the product [CH3:1][C:2]1[CH:7]=[CH:6][C:5]([S:8]([O:11][CH2:12][CH:13]2[O:18][C:17]3=[C:19]4[C:20](=[CH:21][CH:22]=[C:16]3[O:15][CH2:14]2)[N:23]=[CH:28][CH:27]=[CH:26]4)(=[O:9])=[O:10])=[CH:4][CH:3]=1, predict the reactants needed to synthesize it. The reactants are: [CH3:1][C:2]1[CH:7]=[CH:6][C:5]([S:8]([O:11][CH2:12][C@@H:13]2[O:18][C:17]3[C:19]([CH:26]=[CH:27][CH:28]=O)=[C:20]([N+:23]([O-])=O)[CH:21]=[CH:22][C:16]=3[O:15][CH2:14]2)(=[O:10])=[O:9])=[CH:4][CH:3]=1.O. (2) Given the product [C:38]([NH:37][CH2:36][CH2:35][NH:34][C:31]([C:28]1[CH2:27][CH2:26][NH:25][C:24]2[N:23]=[CH:22][N:21]=[C:20]([NH:19][C:4]3[CH:5]=[CH:6][C:7]([O:8][C:9]4[CH:14]=[CH:13][CH:12]=[C:11]([C:15]([F:17])([F:16])[F:18])[CH:10]=4)=[C:2]([Cl:1])[CH:3]=3)[C:30]=2[CH:29]=1)=[O:33])(=[O:40])[CH3:39], predict the reactants needed to synthesize it. The reactants are: [Cl:1][C:2]1[CH:3]=[C:4]([NH:19][C:20]2[C:30]3[CH:29]=[C:28]([C:31]([OH:33])=O)[CH2:27][CH2:26][NH:25][C:24]=3[N:23]=[CH:22][N:21]=2)[CH:5]=[CH:6][C:7]=1[O:8][C:9]1[CH:14]=[CH:13][CH:12]=[C:11]([C:15]([F:18])([F:17])[F:16])[CH:10]=1.[NH2:34][CH2:35][CH2:36][NH:37][C:38](=[O:40])[CH3:39].ON1C2C=CC=CC=2N=N1.Cl.C(N=C=NCCCN(C)C)C. (3) Given the product [CH3:21][N:22]([CH3:28])[CH2:23][CH:24]([O:27][C:43](=[O:44])[CH2:45][CH2:13][CH2:12][CH2:11][CH2:10][CH2:9][CH2:8][CH:7]=[CH:6][CH2:5][CH:4]=[CH:3][CH2:2][CH2:1][CH2:36][CH2:35][CH3:34])[CH2:25][O:19][C:1](=[O:20])[CH2:2][CH2:3][CH2:4][CH2:5][CH2:6][CH2:7][CH2:8][CH:9]=[CH:10][CH2:11][CH:12]=[CH:13][CH2:14][CH2:15][CH2:16][CH2:17][CH3:18], predict the reactants needed to synthesize it. The reactants are: [C:1]([OH:20])(=[O:19])[CH2:2][CH2:3][CH2:4][CH2:5][CH2:6][CH2:7][CH2:8]/[CH:9]=[CH:10]\[CH2:11]/[CH:12]=[CH:13]\[CH2:14][CH2:15][CH2:16][CH2:17][CH3:18].[CH3:21][N:22]([CH3:28])[CH2:23][CH:24]([OH:27])[CH2:25]O.CCN=C=N[CH2:34][CH2:35][CH2:36]N(C)C.CCO[C:43]([CH3:45])=[O:44].